Dataset: Forward reaction prediction with 1.9M reactions from USPTO patents (1976-2016). Task: Predict the product of the given reaction. (1) Given the reactants Br[C:2]1[CH:9]=[CH:8][C:5]([CH:6]=[O:7])=[CH:4][CH:3]=1.[F:10][C:11]1[CH:16]=[CH:15][C:14](B(O)O)=[CH:13][CH:12]=1.C(=O)([O-])[O-].[Na+].[Na+].C1(C)C=CC=CC=1, predict the reaction product. The product is: [F:10][C:11]1[CH:16]=[CH:15][C:14]([C:2]2[CH:9]=[CH:8][C:5]([CH:6]=[O:7])=[CH:4][CH:3]=2)=[CH:13][CH:12]=1. (2) The product is: [C:1]([C:3]1[CH:4]=[C:5]([CH:31]=[CH:32][CH:33]=1)[C:6]([NH:8][C:9]1[CH:17]=[C:16]2[C:12]([CH:13]=[N:14][N:15]2[CH:18]2[CH2:19][CH2:20][N:21]([C:24]([CH:52]3[CH2:53][CH2:54][CH2:56][CH2:57]3)=[O:26])[CH2:22][CH2:23]2)=[CH:11][CH:10]=1)=[O:7])#[N:2]. Given the reactants [C:1]([C:3]1[CH:4]=[C:5]([CH:31]=[CH:32][CH:33]=1)[C:6]([NH:8][C:9]1[CH:17]=[C:16]2[C:12]([CH:13]=[N:14][N:15]2[CH:18]2[CH2:23][CH2:22][N:21]([C:24]([O:26]C(C)(C)C)=O)[CH2:20][CH2:19]2)=[CH:11][CH:10]=1)=[O:7])#[N:2].Cl.C(C1C=C(C=CC=1)C(NC1C=C2C(C=NN2[CH:52]2[CH2:57][CH2:56]N[CH2:54][CH2:53]2)=CC=1)=O)#N.F[B-](F)(F)F.N1(OC(N(C)C)=[N+](C)C)C2C=CC=CC=2N=N1.C(N(C(C)C)CC)(C)C.C1(C(O)=O)CCCC1.C(=O)(O)[O-].[Na+], predict the reaction product. (3) Given the reactants Br[C:2]1[C:10]2[C:5](=[CH:6][C:7]([C:11]3[S:12][C:13]4[C:19]([C:20]5[CH:25]=[CH:24][C:23]([Cl:26])=[CH:22][CH:21]=5)=[C:18]([C@H:27]([O:33][C:34]([CH3:37])([CH3:36])[CH3:35])[C:28]([O:30][CH2:31][CH3:32])=[O:29])[C:17]([CH3:38])=[CH:16][C:14]=4[N:15]=3)=[CH:8][CH:9]=2)[N:4]([CH3:39])[N:3]=1.[CH3:40][N:41]1[CH2:46][CH:45]=[C:44](B2OC(C)(C)C(C)(C)O2)[CH2:43][CH2:42]1.C([O-])([O-])=O.[K+].[K+], predict the reaction product. The product is: [C:34]([O:33][C@@H:27]([C:18]1[C:17]([CH3:38])=[CH:16][C:14]2[N:15]=[C:11]([C:7]3[CH:6]=[C:5]4[C:10]([C:2]([C:44]5[CH2:45][CH2:46][N:41]([CH3:40])[CH2:42][CH:43]=5)=[N:3][N:4]4[CH3:39])=[CH:9][CH:8]=3)[S:12][C:13]=2[C:19]=1[C:20]1[CH:25]=[CH:24][C:23]([Cl:26])=[CH:22][CH:21]=1)[C:28]([O:30][CH2:31][CH3:32])=[O:29])([CH3:37])([CH3:36])[CH3:35].